Dataset: Full USPTO retrosynthesis dataset with 1.9M reactions from patents (1976-2016). Task: Predict the reactants needed to synthesize the given product. (1) Given the product [CH3:1][O:2][C:3](=[O:19])[CH2:4][C:9]1[CH:14]=[CH:13][C:12]([Cl:15])=[CH:11][C:10]=1[N+:16]([O-:18])=[O:17], predict the reactants needed to synthesize it. The reactants are: [CH3:1][O:2][C:3](=[O:19])[CH:4]([C:9]1[CH:14]=[CH:13][C:12]([Cl:15])=[CH:11][C:10]=1[N+:16]([O-:18])=[O:17])C(OC)=O. (2) Given the product [C:1]([O:5][C:6]([NH:8][C@@H:9]1[CH2:11][C@H:10]1[C:12]1[CH:13]=[CH:14][C:15]([F:22])=[C:16]([CH:21]=1)[C:17]([OH:19])=[O:18])=[O:7])([CH3:4])([CH3:2])[CH3:3], predict the reactants needed to synthesize it. The reactants are: [C:1]([O:5][C:6]([NH:8][C@@H:9]1[CH2:11][C@H:10]1[C:12]1[CH:13]=[CH:14][C:15]([F:22])=[C:16]([CH:21]=1)[C:17]([O:19]C)=[O:18])=[O:7])([CH3:4])([CH3:3])[CH3:2].[OH-].[Na+].Cl.